This data is from Full USPTO retrosynthesis dataset with 1.9M reactions from patents (1976-2016). The task is: Predict the reactants needed to synthesize the given product. (1) Given the product [CH:23]1([O:22][C:21]2[CH:20]=[CH:19][C:4]([C:5]([NH:7][C:8]3[S:9][C:10]([C:13]4[CH:18]=[CH:17][CH:16]=[CH:15][CH:14]=4)=[N:11][N:12]=3)=[O:6])=[CH:3][C:2]=2[NH:1][C:46]([C:43]2([N:40]3[CH2:39][CH2:38][N:37]([CH3:36])[CH2:42][CH2:41]3)[CH2:45][CH2:44]2)=[O:47])[CH2:24][CH2:25]1, predict the reactants needed to synthesize it. The reactants are: [NH2:1][C:2]1[CH:3]=[C:4]([CH:19]=[CH:20][C:21]=1[O:22][CH:23]1[CH2:25][CH2:24]1)[C:5]([NH:7][C:8]1[S:9][C:10]([C:13]2[CH:18]=[CH:17][CH:16]=[CH:15][CH:14]=2)=[N:11][N:12]=1)=[O:6].C(N(C(C)C)C(C)C)C.Cl.[CH3:36][N:37]1[CH2:42][CH2:41][N:40]([C:43]2([C:46](O)=[O:47])[CH2:45][CH2:44]2)[CH2:39][CH2:38]1.C1CN([P+](ON2N=NC3C=CC=CC2=3)(N2CCCC2)N2CCCC2)CC1.F[P-](F)(F)(F)(F)F. (2) Given the product [Cl:1][C:2]1[C:7]2[O:8][C:9]3[CH2:14][CH2:13][NH:12][CH:11]([CH2:24][F:25])[C:10]=3[C:6]=2[CH:5]=[C:4]([S:26]([C:29]2[CH:34]=[CH:33][CH:32]=[CH:31][CH:30]=2)(=[O:27])=[O:28])[CH:3]=1, predict the reactants needed to synthesize it. The reactants are: [Cl:1][C:2]1[C:7]2[O:8][C:9]3[CH2:14][CH2:13][N:12](CC4C=CC(OC)=CC=4)[CH:11]([CH2:24][F:25])[C:10]=3[C:6]=2[CH:5]=[C:4]([S:26]([C:29]2[CH:34]=[CH:33][CH:32]=[CH:31][CH:30]=2)(=[O:28])=[O:27])[CH:3]=1. (3) Given the product [CH2:55]([N:17]1[CH2:16][CH2:15][N:14]([CH2:20][C:21]([OH:23])=[O:22])[CH2:13][CH2:12][N:11]([CH2:28][C:29]([OH:31])=[O:30])[CH2:10][CH2:9][N:8]([CH2:7][C:6]([OH:5])=[O:36])[CH2:19][CH2:18]1)[CH2:54][CH2:53][CH2:52][CH2:51][CH2:50][CH2:49][CH2:48][CH2:47][CH2:46][CH2:45][CH2:44][CH2:43][CH2:42][CH2:41][CH2:40][CH2:39][CH3:38], predict the reactants needed to synthesize it. The reactants are: CC([O:5][C:6](=[O:36])[CH2:7][N:8]1[CH2:19][CH2:18][NH:17][CH2:16][CH2:15][N:14]([CH2:20][C:21]([O:23]C(C)(C)C)=[O:22])[CH2:13][CH2:12][N:11]([CH2:28][C:29]([O:31]C(C)(C)C)=[O:30])[CH2:10][CH2:9]1)(C)C.Br[CH2:38][CH2:39][CH2:40][CH2:41][CH2:42][CH2:43][CH2:44][CH2:45][CH2:46][CH2:47][CH2:48][CH2:49][CH2:50][CH2:51][CH2:52][CH2:53][CH2:54][CH3:55]. (4) Given the product [CH2:9]([O:8][C:6]1[CH:7]=[C:2]([O:32][C:28]2[CH:29]=[CH:30][CH:31]=[C:26]([O:19][C:20]3[CH:21]=[CH:22][CH:23]=[CH:24][CH:25]=3)[CH:27]=2)[N:3]=[CH:4][N:5]=1)[C:10]#[C:11][CH3:12], predict the reactants needed to synthesize it. The reactants are: Cl[C:2]1[CH:7]=[C:6]([O:8][CH2:9][C:10]#[C:11][CH3:12])[N:5]=[CH:4][N:3]=1.C(=O)([O-])[O-].[K+].[K+].[O:19]([C:26]1[CH:27]=[C:28]([OH:32])[CH:29]=[CH:30][CH:31]=1)[C:20]1[CH:25]=[CH:24][CH:23]=[CH:22][CH:21]=1.[Cl-].[NH4+]. (5) Given the product [OH:23][C:22]1[C:4]([N+:1]([O-:3])=[O:2])=[C:5]2[S:6][CH2:7][CH2:8][N:9]2[C:20](=[O:19])[CH:21]=1, predict the reactants needed to synthesize it. The reactants are: [N+:1]([CH:4]=[C:5]1[NH:9][CH2:8][CH2:7][S:6]1)([O-:3])=[O:2].ClC1C=C(Cl)C=C(Cl)C=1[O:19][C:20](=O)[CH2:21][C:22](OC1C(Cl)=CC(Cl)=CC=1Cl)=[O:23]. (6) Given the product [OH:1][C@@H:2]([CH2:7][CH2:6][S:18][C:9]1[CH:10]=[CH:11][C:12]2[C:17](=[CH:16][CH:15]=[CH:14][CH:13]=2)[CH:8]=1)[C:3]([OH:5])=[O:4], predict the reactants needed to synthesize it. The reactants are: [OH:1][C@H:2]1[CH2:7][CH2:6][O:5][C:3]1=[O:4].[CH:8]1[C:17]2[C:12](=[CH:13][CH:14]=[CH:15][CH:16]=2)[CH:11]=[CH:10][C:9]=1[SH:18].[H-].[Na+]. (7) Given the product [CH:14]1[C:15]2[NH:1][C:4]3[C:5](=[CH:6][CH:7]=[CH:8][CH:9]=3)[C:10]=2[CH:11]=[CH:12][C:13]=1[C:16]1[O:17][C:18]2[CH:24]=[CH:23][CH:22]=[CH:21][C:19]=2[N:20]=1, predict the reactants needed to synthesize it. The reactants are: [N+:1]([C:4]1[CH:9]=[CH:8][CH:7]=[CH:6][C:5]=1[C:10]1[CH:15]=[CH:14][C:13]([C:16]2[O:17][C:18]3[CH:24]=[CH:23][CH:22]=[CH:21][C:19]=3[N:20]=2)=[CH:12][CH:11]=1)([O-])=O.C1C=CC(P(C2C=CC=CC=2)C2C=CC=CC=2)=CC=1. (8) The reactants are: [NH2:1][C:2]1[C:3]([O:17][CH3:18])=[CH:4][C:5]2[CH2:11][N:10]([CH2:12][CH3:13])[CH2:9][C:8](=[O:14])[N:7]([CH3:15])[C:6]=2[CH:16]=1.Cl[C:20]1[N:25]=[C:24]([NH:26][C:27]2[CH:28]=[CH:29][C:30]([O:43][CH3:44])=[C:31]([CH:42]=2)[CH2:32][N:33]([CH2:39][CH2:40][OH:41])C(NCC)=O)[C:23]([Cl:45])=[CH:22][N:21]=1. Given the product [Cl:45][C:23]1[C:24]([NH:26][C:27]2[CH:28]=[CH:29][C:30]([O:43][CH3:44])=[C:31]([CH2:32][NH:33][CH2:39][CH2:40][OH:41])[CH:42]=2)=[N:25][C:20]([NH:1][C:2]2[C:3]([O:17][CH3:18])=[CH:4][C:5]3[CH2:11][N:10]([CH2:12][CH3:13])[CH2:9][C:8](=[O:14])[N:7]([CH3:15])[C:6]=3[CH:16]=2)=[N:21][CH:22]=1, predict the reactants needed to synthesize it. (9) Given the product [Cl:1][C:2]1[N:11]([C:12]2[CH:17]=[CH:16][CH:15]=[C:14]([N+:18]([O-:20])=[O:19])[CH:13]=2)[C:5]2[N:6]=[CH:7][N:8]=[C:9]([NH2:10])[C:4]=2[C:3]=1[C:26]1[CH:27]=[CH:28][C:23]([Cl:22])=[CH:24][CH:25]=1, predict the reactants needed to synthesize it. The reactants are: [Cl:1][C:2]1[N:11]([C:12]2[CH:17]=[CH:16][CH:15]=[C:14]([N+:18]([O-:20])=[O:19])[CH:13]=2)[C:5]2[N:6]=[CH:7][N:8]=[C:9]([NH2:10])[C:4]=2[C:3]=1I.[Cl:22][C:23]1[CH:28]=[CH:27][C:26](B(O)O)=[CH:25][CH:24]=1.C([O-])([O-])=O.[Na+].[Na+].CO.